Dataset: Full USPTO retrosynthesis dataset with 1.9M reactions from patents (1976-2016). Task: Predict the reactants needed to synthesize the given product. (1) Given the product [CH2:28]([O:27][C:25]([C:24]1[NH:39][N:40]=[C:9]([C:8]2[S:7][C:6]([C:12]3[CH:17]=[CH:16][CH:15]=[CH:14][CH:13]=3)=[N:5][C:4]=2[CH2:3][O:2][CH3:1])[CH:10]=1)=[O:26])[CH3:29], predict the reactants needed to synthesize it. The reactants are: [CH3:1][O:2][CH2:3][C:4]1[N:5]=[C:6]([C:12]2[CH:17]=[CH:16][CH:15]=[CH:14][CH:13]=2)[S:7][C:8]=1[C:9](=O)[CH3:10].CC(C)([O-])C.[K+].[C:24](OCC)(=O)[C:25]([O:27][CH2:28][CH3:29])=[O:26].C(O)(=O)C.O.[NH2:39][NH2:40]. (2) Given the product [CH2:1]([C:5]1[CH:10]=[CH:9][C:8]([C:11]#[C:12][C:13]2[CH:20]=[CH:19][C:16]([CH2:17][NH:21][C:22]3[CH:31]=[CH:30][C:25]([C:26]([O:28][CH3:29])=[O:27])=[C:24]([F:32])[CH:23]=3)=[CH:15][CH:14]=2)=[CH:7][CH:6]=1)[CH2:2][CH2:3][CH3:4], predict the reactants needed to synthesize it. The reactants are: [CH2:1]([C:5]1[CH:10]=[CH:9][C:8]([C:11]#[C:12][C:13]2[CH:20]=[CH:19][C:16]([CH:17]=O)=[CH:15][CH:14]=2)=[CH:7][CH:6]=1)[CH2:2][CH2:3][CH3:4].[NH2:21][C:22]1[CH:31]=[CH:30][C:25]([C:26]([O:28][CH3:29])=[O:27])=[C:24]([F:32])[CH:23]=1.